From a dataset of Full USPTO retrosynthesis dataset with 1.9M reactions from patents (1976-2016). Predict the reactants needed to synthesize the given product. (1) The reactants are: [C:1]([C:3]1[CH:4]=[C:5]([N:9]([CH2:14][C:15]2[CH:20]=[CH:19][CH:18]=[C:17](I)[CH:16]=2)[C:10](=[O:13])[CH2:11][CH3:12])[CH:6]=[CH:7][CH:8]=1)#[N:2].[CH3:22][C:23]1[S:24][C:25](B2OC(C)(C)C(C)(C)O2)=[C:26]([CH3:28])[N:27]=1. Given the product [C:1]([C:3]1[CH:4]=[C:5]([N:9]([CH2:14][C:15]2[CH:20]=[CH:19][CH:18]=[C:17]([C:25]3[S:24][C:23]([CH3:22])=[N:27][C:26]=3[CH3:28])[CH:16]=2)[C:10](=[O:13])[CH2:11][CH3:12])[CH:6]=[CH:7][CH:8]=1)#[N:2], predict the reactants needed to synthesize it. (2) Given the product [CH3:2][O:3][C:4](=[O:27])[C@H:5]([CH2:7][C:8]1[CH:9]=[CH:10][C:11]([C:14]2[C:15](=[O:26])[N:16]([CH3:25])[C:17]([CH3:24])=[CH:18][C:19]=2[C:20]([F:21])([F:22])[F:23])=[CH:12][CH:13]=1)[NH:6][C:31]([C:30]1[C:29]([Cl:28])=[CH:37][CH:36]=[CH:35][C:34]=1[Cl:38])=[O:32], predict the reactants needed to synthesize it. The reactants are: Cl.[CH3:2][O:3][C:4](=[O:27])[C@H:5]([CH2:7][C:8]1[CH:13]=[CH:12][C:11]([C:14]2[C:15](=[O:26])[N:16]([CH3:25])[C:17]([CH3:24])=[CH:18][C:19]=2[C:20]([F:23])([F:22])[F:21])=[CH:10][CH:9]=1)[NH2:6].[Cl:28][C:29]1[CH:37]=[CH:36][CH:35]=[C:34]([Cl:38])[C:30]=1[C:31](Cl)=[O:32].CCN(C(C)C)C(C)C. (3) Given the product [O:1]1[CH2:5][CH2:4][C:3]2[CH:6]=[CH:7][CH:8]=[C:9]([CH:10]3[C:20]([C:21]([O:23][CH2:24][CH3:25])=[O:22])=[C:19]([CH2:26][CH2:27][CH3:28])[NH:12][C:13]4=[N:14][NH:15][CH:16]=[C:17]34)[C:2]1=2, predict the reactants needed to synthesize it. The reactants are: [O:1]1[CH2:5][CH2:4][C:3]2[CH:6]=[CH:7][CH:8]=[C:9]([CH:10]=O)[C:2]1=2.[NH2:12][C:13]1[CH:17]=[CH:16][NH:15][N:14]=1.O=[C:19]([CH2:26][CH2:27][CH3:28])[CH2:20][C:21]([O:23][CH2:24][CH3:25])=[O:22]. (4) Given the product [C:28]([O:32][C:33]([N:35]([C:40]1[CH:41]=[CH:42][C:43]([CH2:46][CH2:47][C:48]([O:10][C@H:9]([C:11]2[CH:16]=[CH:15][C:14]([O:17][CH:18]([F:20])[F:19])=[C:13]([O:21][CH2:22][CH:23]3[CH2:25][CH2:24]3)[CH:12]=2)[CH2:8][C:7]2[C:6]([Cl:26])=[CH:5][N+:4]([O-:27])=[CH:3][C:2]=2[Cl:1])=[O:49])=[CH:44][CH:45]=1)[S:36]([CH3:39])(=[O:38])=[O:37])=[O:34])([CH3:31])([CH3:30])[CH3:29], predict the reactants needed to synthesize it. The reactants are: [Cl:1][C:2]1[CH:3]=[N+:4]([O-:27])[CH:5]=[C:6]([Cl:26])[C:7]=1[CH2:8][C@@H:9]([C:11]1[CH:16]=[CH:15][C:14]([O:17][CH:18]([F:20])[F:19])=[C:13]([O:21][CH2:22][CH:23]2[CH2:25][CH2:24]2)[CH:12]=1)[OH:10].[C:28]([O:32][C:33]([N:35]([C:40]1[CH:45]=[CH:44][C:43]([CH2:46][CH2:47][C:48](O)=[O:49])=[CH:42][CH:41]=1)[S:36]([CH3:39])(=[O:38])=[O:37])=[O:34])([CH3:31])([CH3:30])[CH3:29].C(Cl)CCl.